From a dataset of Full USPTO retrosynthesis dataset with 1.9M reactions from patents (1976-2016). Predict the reactants needed to synthesize the given product. (1) Given the product [Cl:1][C:2]1[C:11]2[C:6](=[N:7][CH:8]=[CH:9][CH:10]=2)[N:5]=[C:4]([C:12]2[CH:20]=[CH:19][CH:18]=[CH:17][C:13]=2[C:14]#[N:16])[CH:3]=1, predict the reactants needed to synthesize it. The reactants are: [Cl:1][C:2]1[C:11]2[C:6](=[N:7][CH:8]=[CH:9][CH:10]=2)[N:5]=[C:4]([C:12]2[CH:20]=[CH:19][CH:18]=[CH:17][C:13]=2[C:14]([NH2:16])=O)[CH:3]=1.ClCCl.CC[N+](S(N=C(OC)[O-])(=O)=O)(CC)CC. (2) Given the product [CH3:1][C:2]1[C:6]([CH:7]([C:12]2[CH:13]=[CH:14][C:15]([OH:18])=[CH:16][CH:17]=2)[CH2:8][C:9]([O:11][CH3:20])=[O:10])=[C:5]([CH3:19])[O:4][N:3]=1, predict the reactants needed to synthesize it. The reactants are: [CH3:1][C:2]1[C:6]([CH:7]([C:12]2[CH:17]=[CH:16][C:15]([OH:18])=[CH:14][CH:13]=2)[CH2:8][C:9]([OH:11])=[O:10])=[C:5]([CH3:19])[O:4][N:3]=1.[CH3:20]S(O)(=O)=O. (3) Given the product [Br:1][C:2]1[CH:3]=[C:4]2[C:8](=[CH:9][CH:10]=1)[N:7]([Si:16]([CH:20]([CH3:22])[CH3:21])([CH:17]([CH3:19])[CH3:18])[CH:13]([CH3:15])[CH3:14])[CH:6]=[CH:5]2, predict the reactants needed to synthesize it. The reactants are: [Br:1][C:2]1[CH:3]=[C:4]2[C:8](=[CH:9][CH:10]=1)[NH:7][CH:6]=[CH:5]2.[H-].[Na+].[CH:13]([Si:16](Cl)([CH:20]([CH3:22])[CH3:21])[CH:17]([CH3:19])[CH3:18])([CH3:15])[CH3:14].[O-]S([O-])(=O)=O.[Mg+2]. (4) The reactants are: [N:1]1([C:7]2[N:14]=[CH:13][CH:12]=[CH:11][C:8]=2[C:9]#[N:10])[CH2:6][CH2:5][NH:4][CH2:3][CH2:2]1.[F:15][C:16]1[CH:21]=[CH:20][C:19]([C:22]2[N:26]=[C:25]([C:27]3[CH:32]=[CH:31][C:30]([F:33])=[CH:29][CH:28]=3)[N:24]([CH2:34][C:35](Cl)=[O:36])[N:23]=2)=[CH:18][CH:17]=1.C(N(CC)CC)C. Given the product [F:15][C:16]1[CH:17]=[CH:18][C:19]([C:22]2[N:26]=[C:25]([C:27]3[CH:32]=[CH:31][C:30]([F:33])=[CH:29][CH:28]=3)[N:24]([CH2:34][C:35]([N:4]3[CH2:3][CH2:2][N:1]([C:7]4[N:14]=[CH:13][CH:12]=[CH:11][C:8]=4[C:9]#[N:10])[CH2:6][CH2:5]3)=[O:36])[N:23]=2)=[CH:20][CH:21]=1, predict the reactants needed to synthesize it. (5) Given the product [NH2:22][C:20]1[S:21][C:2]([CH2:10][C:11]2[CH:16]=[CH:15][CH:14]=[C:13]([S:17][CH3:18])[CH:12]=2)=[C:3]([C:4]([O:6][CH2:7][CH3:8])=[O:5])[N:19]=1, predict the reactants needed to synthesize it. The reactants are: Br[CH:2]([CH2:10][C:11]1[CH:16]=[CH:15][CH:14]=[C:13]([S:17][CH3:18])[CH:12]=1)[C:3](=O)[C:4]([O:6][CH2:7][CH3:8])=[O:5].[NH2:19][C:20]([NH2:22])=[S:21]. (6) Given the product [NH2:20][CH:23]([C:41]1[CH:42]=[CH:43][CH:44]=[CH:45][CH:46]=1)[C:24]1[CH:40]=[CH:39][C:27]([O:28][CH2:29][C:30]2[O:34][C:33]([C:35]([O:37][CH3:38])=[O:36])=[CH:32][CH:31]=2)=[CH:26][CH:25]=1, predict the reactants needed to synthesize it. The reactants are: C1(P(C2C=CC=CC=2)C2C=CC=CC=2)C=CC=CC=1.[N:20]([CH:23]([C:41]1[CH:46]=[CH:45][CH:44]=[CH:43][CH:42]=1)[C:24]1[CH:40]=[CH:39][C:27]([O:28][CH2:29][C:30]2[O:34][C:33]([C:35]([O:37][CH3:38])=[O:36])=[CH:32][CH:31]=2)=[CH:26][CH:25]=1)=[N+]=[N-]. (7) Given the product [CH3:1][O:2][C:3]1[N:8]=[C:7]2[C:9]([C:13]3[NH:37][C:16]4=[N:17][CH:18]=[CH:19][C:20]([CH2:21][NH:22][CH2:23][C:24]5[CH:25]=[CH:26][C:27]([N:30]6[CH2:31][CH2:32][N:33]([CH3:36])[CH2:34][CH2:35]6)=[CH:28][CH:29]=5)=[C:15]4[CH:14]=3)=[CH:10][N:11]([CH3:12])[C:6]2=[CH:5][C:4]=1[O:48][CH3:49], predict the reactants needed to synthesize it. The reactants are: [CH3:1][O:2][C:3]1[N:8]=[C:7]2[C:9]([C:13]3[N:37](S(C4C=CC(C)=CC=4)(=O)=O)[C:16]4=[N:17][CH:18]=[CH:19][C:20]([CH2:21][NH:22][CH2:23][C:24]5[CH:29]=[CH:28][C:27]([N:30]6[CH2:35][CH2:34][N:33]([CH3:36])[CH2:32][CH2:31]6)=[CH:26][CH:25]=5)=[C:15]4[CH:14]=3)=[CH:10][N:11]([CH3:12])[C:6]2=[CH:5][C:4]=1[O:48][CH3:49].[OH-].[K+].